Dataset: Forward reaction prediction with 1.9M reactions from USPTO patents (1976-2016). Task: Predict the product of the given reaction. (1) Given the reactants [NH2:1][C:2]1[N:3]=[C:4](S(C)(=O)=O)[S:5][C:6]=1[C:7](=[O:9])[CH3:8].[NH2:14][CH:15]1[CH2:20][CH2:19][CH2:18][N:17]([C:21]([O:23][C:24]([CH3:27])([CH3:26])[CH3:25])=[O:22])[CH2:16]1.C(N(CC)C(C)C)(C)C, predict the reaction product. The product is: [C:7]([C:6]1[S:5][C:4]([NH:14][CH:15]2[CH2:20][CH2:19][CH2:18][N:17]([C:21]([O:23][C:24]([CH3:27])([CH3:26])[CH3:25])=[O:22])[CH2:16]2)=[N:3][C:2]=1[NH2:1])(=[O:9])[CH3:8]. (2) Given the reactants F[C:2]1[N:7]=[CH:6][C:5]([C:8]2[CH:9]=[N:10][NH:11][C:12]=2[NH2:13])=[CH:4][CH:3]=1.[NH:14]1[CH2:19][CH2:18][O:17][CH2:16][CH2:15]1, predict the reaction product. The product is: [O:17]1[CH2:18][CH2:19][N:14]([C:2]2[N:7]=[CH:6][C:5]([C:8]3[CH:9]=[N:10][NH:11][C:12]=3[NH2:13])=[CH:4][CH:3]=2)[CH2:15][CH2:16]1. (3) Given the reactants [F:1][C:2]([F:28])([F:27])[C:3]1[CH:22]=[C:21]([C:23]([F:26])([F:25])[F:24])[CH:20]=[CH:19][C:4]=1[CH2:5][O:6][C:7]1[CH:8]=[C:9]([CH2:13][C:14]([O:16]CC)=[O:15])[CH:10]=[CH:11][CH:12]=1.[OH-].[Na+].Cl, predict the reaction product. The product is: [F:1][C:2]([F:27])([F:28])[C:3]1[CH:22]=[C:21]([C:23]([F:25])([F:26])[F:24])[CH:20]=[CH:19][C:4]=1[CH2:5][O:6][C:7]1[CH:8]=[C:9]([CH2:13][C:14]([OH:16])=[O:15])[CH:10]=[CH:11][CH:12]=1. (4) Given the reactants C([O:3][C:4]([C:6]1[C:7]([C:12]2[CH:17]=[CH:16][C:15]([F:18])=[CH:14][CH:13]=2)=[N:8][O:9][C:10]=1[CH3:11])=O)C.O.[OH-].[Na+], predict the reaction product. The product is: [F:18][C:15]1[CH:14]=[CH:13][C:12]([C:7]2[C:6]([CH2:4][OH:3])=[C:10]([CH3:11])[O:9][N:8]=2)=[CH:17][CH:16]=1. (5) Given the reactants [NH:1]1[CH2:6][CH2:5][CH2:4][C@H:3]([CH2:7][N:8]2[C:12]3[CH:13]=[CH:14][CH:15]=[CH:16][C:11]=3[N:10]=[C:9]2[CH2:17][N:18]([CH2:29][CH2:30][CH3:31])[C@@H:19]2[C:28]3[N:27]=[CH:26][CH:25]=[CH:24][C:23]=3[CH2:22][CH2:21][CH2:20]2)[CH2:2]1.[CH3:32][C:33]([CH3:35])=O.[BH-](OC(C)=O)(OC(C)=O)OC(C)=O.[Na+].C(O)(=O)C, predict the reaction product. The product is: [CH3:32][CH:33]([N:1]1[CH2:6][CH2:5][CH2:4][C@H:3]([CH2:7][N:8]2[C:12]3[CH:13]=[CH:14][CH:15]=[CH:16][C:11]=3[N:10]=[C:9]2[CH2:17][N:18]([CH2:29][CH2:30][CH3:31])[C@@H:19]2[C:28]3[N:27]=[CH:26][CH:25]=[CH:24][C:23]=3[CH2:22][CH2:21][CH2:20]2)[CH2:2]1)[CH3:35]. (6) Given the reactants [CH3:1][C:2]1[N:7]=[C:6]2[S:8][C:9]([NH:11]C(=O)OCC)=[N:10][C:5]2=[N:4][CH:3]=1.[OH-].[Na+].Cl, predict the reaction product. The product is: [CH3:1][C:2]1[N:7]=[C:6]2[S:8][C:9]([NH2:11])=[N:10][C:5]2=[N:4][CH:3]=1. (7) Given the reactants Br[C:2]1([CH2:9][CH2:10][CH3:11])[CH2:7][CH2:6][CH2:5][CH2:4][C:3]1=[O:8].Cl[Si:13]([CH3:16])([CH3:15])[CH3:14].CN(CCN(C)C)C, predict the reaction product. The product is: [CH3:14][Si:13]([CH3:16])([CH3:15])[O:8][C:3]1[CH2:4][CH2:5][CH2:6][CH2:7][C:2]=1[CH2:9][CH2:10][CH3:11]. (8) Given the reactants [NH:1]1[CH2:8][CH2:7][CH2:6][C@H:2]1C(O)=O.[C:9]([O:13][CH2:14][CH3:15])(=[O:12])[CH:10]=[CH2:11].[CH2:16]=O, predict the reaction product. The product is: [CH2:14]([O:13][C:9]([CH:10]1[CH:8]2[N:1]([CH2:2][CH2:6][CH2:7]2)[CH2:16][CH2:11]1)=[O:12])[CH3:15]. (9) Given the reactants [NH2:1][C:2]1[C:7]([CH:8]=[O:9])=[CH:6][CH:5]=[CH:4][N:3]=1.CCN(CC)CC.[CH3:17][C:18]([CH3:29])([CH3:28])[C:19]([CH2:17][C:18]([CH3:29])([CH3:28])[C:19](Cl)=[O:20])=[O:20], predict the reaction product. The product is: [CH:8]([C:7]1[C:2]([NH:1][C:19](=[O:20])[C:18]([CH3:29])([CH3:28])[CH3:17])=[N:3][CH:4]=[CH:5][CH:6]=1)=[O:9].